This data is from Experimentally validated miRNA-target interactions with 360,000+ pairs, plus equal number of negative samples. The task is: Binary Classification. Given a miRNA mature sequence and a target amino acid sequence, predict their likelihood of interaction. (1) The miRNA is cel-miR-256 with sequence UGGAAUGCAUAGAAGACUGUA. The protein sequence of the target gene is MAPLDLDKYVEIARQCKYLPENDLKRLCDYVCDLLLEESNVQPVSTPVTVCGDIHGQFYDLCELFRTGGQVPDTNYIFMGDFVDRGYYSLETFTYLLALKAKWPDRITLLRGNHESRQITQVYGFYDECQTKYGNANAWRYCTKVFDMLTVAALIDEQILCVHGGLSPDIKTLDQIRTIERNQEIPHKGAFCDLVWSDPEDVDTWAISPRGAGWLFGAKVTNEFVHINNLKLICRAHQLVHEGYKFMFDEKLVTVWSAPNYCYRCGNIASIMVFKDVNTREPKLFRAVPDSERVIPPRTT.... Result: 0 (no interaction). (2) The miRNA is hsa-miR-942-3p with sequence CACAUGGCCGAAACAGAGAAGU. The protein sequence of the target gene is MSYVFVNDSSQTNVPLLQACIDGDFNYSKRLLESGFDPNIRDSRGRTGLHLAAARGNVDICQLLHKFGADLLATDYQGNTALHLCGHVDTIQFLVSNGLKIDICNHQGATPLVLAKRRGVNKDVIRLLESLEEQEVKGFNRGTHSKLETMQTAESESAMESHSLLNPNLQQGEGVLSSFRTTWQEFVEDLGFWRVLLLIFVIALLSLGIAYYVSGVLPFVENQPELVH. Result: 0 (no interaction).